From a dataset of Peptide-MHC class I binding affinity with 185,985 pairs from IEDB/IMGT. Regression. Given a peptide amino acid sequence and an MHC pseudo amino acid sequence, predict their binding affinity value. This is MHC class I binding data. (1) The peptide sequence is FEDLRLLSF. The MHC is HLA-B45:01 with pseudo-sequence HLA-B45:01. The binding affinity (normalized) is 0.0858. (2) The peptide sequence is DELVDPINY. The MHC is HLA-B44:03 with pseudo-sequence HLA-B44:03. The binding affinity (normalized) is 0.281. (3) The peptide sequence is TMEIEDQEYH. The MHC is HLA-A03:01 with pseudo-sequence HLA-A03:01. The binding affinity (normalized) is 0. (4) The peptide sequence is PDFNSLISI. The MHC is HLA-B45:01 with pseudo-sequence HLA-B45:01. The binding affinity (normalized) is 0. (5) The peptide sequence is NLPYNWKNFY. The MHC is HLA-A68:01 with pseudo-sequence HLA-A68:01. The binding affinity (normalized) is 0.405. (6) The peptide sequence is ALYWALMES. The MHC is HLA-A01:01 with pseudo-sequence HLA-A01:01. The binding affinity (normalized) is 0.0847. (7) The peptide sequence is RYQVVECKEV. The MHC is HLA-A26:01 with pseudo-sequence HLA-A26:01. The binding affinity (normalized) is 0.